This data is from NCI-60 drug combinations with 297,098 pairs across 59 cell lines. The task is: Regression. Given two drug SMILES strings and cell line genomic features, predict the synergy score measuring deviation from expected non-interaction effect. (1) Drug 1: CCCS(=O)(=O)NC1=C(C(=C(C=C1)F)C(=O)C2=CNC3=C2C=C(C=N3)C4=CC=C(C=C4)Cl)F. Drug 2: C(CN)CNCCSP(=O)(O)O. Cell line: NCI/ADR-RES. Synergy scores: CSS=-1.57, Synergy_ZIP=-0.224, Synergy_Bliss=-4.74, Synergy_Loewe=-5.18, Synergy_HSA=-5.66. (2) Drug 1: CC1=C2C(C(=O)C3(C(CC4C(C3C(C(C2(C)C)(CC1OC(=O)C(C(C5=CC=CC=C5)NC(=O)OC(C)(C)C)O)O)OC(=O)C6=CC=CC=C6)(CO4)OC(=O)C)OC)C)OC. Drug 2: C(=O)(N)NO. Cell line: HT29. Synergy scores: CSS=34.7, Synergy_ZIP=-5.14, Synergy_Bliss=-10.7, Synergy_Loewe=-26.7, Synergy_HSA=-10.2. (3) Drug 1: C1=CC(=CC=C1CCCC(=O)O)N(CCCl)CCCl. Drug 2: C1C(C(OC1N2C=NC3=C(N=C(N=C32)Cl)N)CO)O. Cell line: HCT-15. Synergy scores: CSS=11.1, Synergy_ZIP=-12.2, Synergy_Bliss=-6.45, Synergy_Loewe=-7.76, Synergy_HSA=-5.60. (4) Drug 1: C1CCN(CC1)CCOC2=CC=C(C=C2)C(=O)C3=C(SC4=C3C=CC(=C4)O)C5=CC=C(C=C5)O. Drug 2: C1=CN(C(=O)N=C1N)C2C(C(C(O2)CO)O)O.Cl. Cell line: T-47D. Synergy scores: CSS=14.3, Synergy_ZIP=-6.22, Synergy_Bliss=-2.12, Synergy_Loewe=0.484, Synergy_HSA=0.933. (5) Drug 1: CS(=O)(=O)C1=CC(=C(C=C1)C(=O)NC2=CC(=C(C=C2)Cl)C3=CC=CC=N3)Cl. Drug 2: CN1CCC(CC1)COC2=C(C=C3C(=C2)N=CN=C3NC4=C(C=C(C=C4)Br)F)OC. Cell line: T-47D. Synergy scores: CSS=5.86, Synergy_ZIP=-4.52, Synergy_Bliss=2.14, Synergy_Loewe=-0.787, Synergy_HSA=1.94. (6) Cell line: RPMI-8226. Drug 1: C1CCC(C1)C(CC#N)N2C=C(C=N2)C3=C4C=CNC4=NC=N3. Synergy scores: CSS=70.0, Synergy_ZIP=20.5, Synergy_Bliss=21.8, Synergy_Loewe=-28.6, Synergy_HSA=18.8. Drug 2: CCC1=CC2CC(C3=C(CN(C2)C1)C4=CC=CC=C4N3)(C5=C(C=C6C(=C5)C78CCN9C7C(C=CC9)(C(C(C8N6C)(C(=O)OC)O)OC(=O)C)CC)OC)C(=O)OC.C(C(C(=O)O)O)(C(=O)O)O.